This data is from Peptide-MHC class I binding affinity with 185,985 pairs from IEDB/IMGT. The task is: Regression. Given a peptide amino acid sequence and an MHC pseudo amino acid sequence, predict their binding affinity value. This is MHC class I binding data. (1) The peptide sequence is PENEGPQREPW. The MHC is Mamu-B01 with pseudo-sequence Mamu-B01. The binding affinity (normalized) is 0. (2) The peptide sequence is HIGPGRAFY. The MHC is Mamu-A2201 with pseudo-sequence Mamu-A2201. The binding affinity (normalized) is 0.328. (3) The peptide sequence is ITDVTTLVV. The MHC is HLA-A32:01 with pseudo-sequence HLA-A32:01. The binding affinity (normalized) is 0.330. (4) The peptide sequence is KLFSYGTLI. The MHC is HLA-A03:01 with pseudo-sequence HLA-A03:01. The binding affinity (normalized) is 0.204. (5) The peptide sequence is YLRQRQAAL. The MHC is HLA-B57:01 with pseudo-sequence HLA-B57:01. The binding affinity (normalized) is 0.0847. (6) The peptide sequence is RTMPLSRFT. The MHC is HLA-A11:01 with pseudo-sequence HLA-A11:01. The binding affinity (normalized) is 0.270. (7) The MHC is HLA-B35:01 with pseudo-sequence HLA-B35:01. The binding affinity (normalized) is 0.345. The peptide sequence is TQLPSKPHY.